Predict the product of the given reaction. From a dataset of Forward reaction prediction with 1.9M reactions from USPTO patents (1976-2016). Given the reactants [CH3:1][C:2]1[CH:11]=[C:10]2[C:5]([CH:6]=[CH:7][CH:8]=[N:9]2)=[CH:4][CH:3]=1.[C:12]1([Li])[CH:17]=[CH:16][CH:15]=[CH:14][CH:13]=1.C1C[O:22]CC1, predict the reaction product. The product is: [C:12]1([C:8]2[CH:7]=[CH:6][C:5]3[C:10](=[CH:11][C:2]([CH:1]=[O:22])=[CH:3][CH:4]=3)[N:9]=2)[CH:17]=[CH:16][CH:15]=[CH:14][CH:13]=1.